Dataset: Forward reaction prediction with 1.9M reactions from USPTO patents (1976-2016). Task: Predict the product of the given reaction. (1) The product is: [Cl:6][C:7]1[C:8]([CH3:19])=[C:9]2[C:10]([C:15](=[O:2])[C:14](=[O:18])[NH:13]2)=[CH:11][CH:12]=1. Given the reactants S(=O)(=O)(O)[OH:2].[Cl:6][C:7]1[C:8]([CH3:19])=[C:9]([NH:13][C:14](=[O:18])[CH:15]=NO)[CH:10]=[CH:11][CH:12]=1, predict the reaction product. (2) Given the reactants [C:1]([CH2:3][C:4]([N:6]1[CH2:11][CH2:10][CH:9]([N:12]2[C:16]3[CH:17]=[CH:18][CH:19]=[CH:20][C:15]=3[N:14]=[C:13]2[NH:21][C:22](=[O:29])[C:23]2[CH:28]=[CH:27][CH:26]=[N:25][CH:24]=2)[CH2:8][CH2:7]1)=[O:5])#[N:2].[CH:30](=O)[CH:31]([CH3:33])[CH3:32], predict the reaction product. The product is: [C:1]([C:3](=[CH:30][CH:31]([CH3:33])[CH3:32])[C:4]([N:6]1[CH2:7][CH2:8][CH:9]([N:12]2[C:16]3[CH:17]=[CH:18][CH:19]=[CH:20][C:15]=3[N:14]=[C:13]2[NH:21][C:22](=[O:29])[C:23]2[CH:28]=[CH:27][CH:26]=[N:25][CH:24]=2)[CH2:10][CH2:11]1)=[O:5])#[N:2]. (3) Given the reactants [N+:1]([C:4]1[CH:9]=[C:8]([CH2:10][N:11]2[CH2:16][CH2:15][N:14]([C:17]3[CH:22]=[CH:21][CH:20]=[CH:19][CH:18]=3)[CH2:13][CH2:12]2)[CH:7]=[CH:6][C:5]=1[CH2:23][NH:24][C:25](=[O:27])[CH3:26])([O-])=O.O.O.NN, predict the reaction product. The product is: [NH2:1][C:4]1[CH:9]=[C:8]([CH2:10][N:11]2[CH2:12][CH2:13][N:14]([C:17]3[CH:22]=[CH:21][CH:20]=[CH:19][CH:18]=3)[CH2:15][CH2:16]2)[CH:7]=[CH:6][C:5]=1[CH2:23][NH:24][C:25](=[O:27])[CH3:26]. (4) The product is: [CH3:35][C:29]1[C:28]([C:12]2[CH:11]=[CH:10][C:9]([OH:8])=[CH:16][C:13]=2[C:14]#[N:15])=[C:33]([CH3:34])[N:32]=[CH:31][N:30]=1. Given the reactants [Si]([O:8][C:9]1[CH:10]=[CH:11][C:12](B2OC(C)(C)C(C)(C)O2)=[C:13]([CH:16]=1)[C:14]#[N:15])(C(C)(C)C)(C)C.Br.Br[C:28]1[C:29]([CH3:35])=[N:30][CH:31]=[N:32][C:33]=1[CH3:34].P([O-])([O-])([O-])=O.[K+].[K+].[K+].C1(C2C=CC=CC=2)C(N)=CC=CC=1.C1(P(C2CCCCC2)C2C=CC=CC=2C2C(OC)=CC=CC=2OC)CCCCC1, predict the reaction product. (5) The product is: [CH2:1]([O:3][C:32](=[O:33])[CH2:31][C:27]1[CH:28]=[CH:29][CH:30]=[C:25]([C:22]2[NH:21][C:20]([C@H:15]3[N:14]4[C:18](=[CH:19][C:11]([C:9]5[CH:10]=[C:5]([Cl:4])[CH:6]=[CH:7][C:8]=5[N:36]5[CH:40]=[N:39][N:38]=[N:37]5)=[CH:12][C:13]4=[O:35])[CH2:17][CH2:16]3)=[N:24][CH:23]=2)[CH:26]=1)[CH3:2]. Given the reactants [CH2:1]([OH:3])[CH3:2].[Cl:4][C:5]1[CH:6]=[CH:7][C:8]([N:36]2[CH:40]=[N:39][N:38]=[N:37]2)=[C:9]([C:11]2[CH:19]=[C:18]3[N:14]([C@H:15]([C:20]4[NH:21][C:22]([C:25]5[CH:26]=[C:27]([CH2:31][C:32](O)=[O:33])[CH:28]=[CH:29][CH:30]=5)=[CH:23][N:24]=4)[CH2:16][CH2:17]3)[C:13](=[O:35])[CH:12]=2)[CH:10]=1.Cl, predict the reaction product. (6) Given the reactants CC1(C)[O:6][C@@H:5]([CH2:7][CH2:8][O:9][C:10]2[C:19]3[C:14](=[CH:15][CH:16]=[CH:17][CH:18]=3)[C:13]([CH:20]=[O:21])=[CH:12][CH:11]=2)[CH2:4][O:3]1, predict the reaction product. The product is: [OH:6][C@H:5]([CH2:4][OH:3])[CH2:7][CH2:8][O:9][C:10]1[C:19]2[C:14](=[CH:15][CH:16]=[CH:17][CH:18]=2)[C:13]([CH:20]=[O:21])=[CH:12][CH:11]=1. (7) Given the reactants [Cl:1][C:2]1[C:11]2[C:6](=[CH:7][CH:8]=[CH:9][CH:10]=2)[CH:5]=[CH:4][C:3]=1[O:12][CH:13]([CH3:16])[CH2:14][NH2:15].[Cl:17][C:18]1[O:22][C:21]([CH:23]=O)=[CH:20][CH:19]=1, predict the reaction product. The product is: [Cl:17][C:18]1[O:22][C:21]([CH2:23][NH:15][CH2:14][CH:13]([O:12][C:3]2[CH:4]=[CH:5][C:6]3[C:11](=[CH:10][CH:9]=[CH:8][CH:7]=3)[C:2]=2[Cl:1])[CH3:16])=[CH:20][CH:19]=1. (8) The product is: [F:1][C:2]1[C:7]2[N:8]=[CH:9][O:10][C:6]=2[CH:5]=[C:4]([C:11]([OH:13])=[O:12])[C:3]=1[NH:14][C:15]1[CH:20]=[CH:19][C:18]([I:29])=[CH:17][C:16]=1[F:21]. Given the reactants [F:1][C:2]1[C:7]2[N:8]=[CH:9][O:10][C:6]=2[CH:5]=[C:4]([C:11]([OH:13])=[O:12])[C:3]=1[NH:14][C:15]1[CH:20]=[CH:19][CH:18]=[CH:17][C:16]=1[F:21].C1C(=O)N([I:29])C(=O)C1.FC(F)(F)C(O)=O, predict the reaction product.